This data is from Forward reaction prediction with 1.9M reactions from USPTO patents (1976-2016). The task is: Predict the product of the given reaction. (1) The product is: [CH:41]1([N:37]2[CH2:38][CH2:39][CH2:40][N:34]([C:32]([CH:30]3[CH2:29][N:28]([C:10]([C:9]4[CH:8]=[CH:7][C:6]([N:1]5[CH:5]=[CH:4][N:3]=[CH:2]5)=[CH:14][CH:13]=4)=[O:12])[CH2:31]3)=[O:33])[CH2:35][CH2:36]2)[CH2:44][CH2:43][CH2:42]1. Given the reactants [N:1]1([C:6]2[CH:14]=[CH:13][C:9]([C:10]([OH:12])=O)=[CH:8][CH:7]=2)[CH:5]=[CH:4][N:3]=[CH:2]1.C(Cl)(=O)C(Cl)=O.C(N(CC)CC)C.[NH:28]1[CH2:31][CH:30]([C:32]([N:34]2[CH2:40][CH2:39][CH2:38][N:37]([CH:41]3[CH2:44][CH2:43][CH2:42]3)[CH2:36][CH2:35]2)=[O:33])[CH2:29]1, predict the reaction product. (2) Given the reactants [CH:1]([C:3]1[C:13]2[O:12][CH2:11][CH2:10][C@H:9]3[CH2:14][NH:15][CH2:16][CH2:17][N:8]3[C:7]=2[CH:6]=[CH:5][CH:4]=1)=[CH2:2], predict the reaction product. The product is: [CH2:1]([C:3]1[C:13]2[O:12][CH2:11][CH2:10][C@H:9]3[CH2:14][NH:15][CH2:16][CH2:17][N:8]3[C:7]=2[CH:6]=[CH:5][CH:4]=1)[CH3:2].